Dataset: Retrosynthesis with 50K atom-mapped reactions and 10 reaction types from USPTO. Task: Predict the reactants needed to synthesize the given product. (1) Given the product CCN(CC)C(=O)/C(C#N)=C/c1cc(O)c(O)c([N+](=O)[O-])c1, predict the reactants needed to synthesize it. The reactants are: CCN(CC)C(=O)CC#N.O=Cc1cc(O)c(O)c([N+](=O)[O-])c1. (2) The reactants are: CCOC(=O)c1cn(Cc2ccccc2)nc1OCc1ccc(OCc2nc(-c3ccco3)oc2C)c(OCc2ccccc2)c1. Given the product Cc1oc(-c2ccco2)nc1COc1ccc(COc2nn(Cc3ccccc3)cc2C(=O)O)cc1OCc1ccccc1, predict the reactants needed to synthesize it. (3) Given the product Nc1cc(F)cc(Cl)c1N, predict the reactants needed to synthesize it. The reactants are: Nc1c(Cl)cc(F)cc1[N+](=O)[O-]. (4) Given the product ClCCCCSc1cccc2nccn12, predict the reactants needed to synthesize it. The reactants are: ClCCCCBr.Sc1cccc2nccn12.